From a dataset of Forward reaction prediction with 1.9M reactions from USPTO patents (1976-2016). Predict the product of the given reaction. (1) Given the reactants [CH3:1][O:2][C:3]1[C:8]2[NH:9][C:10]([C:12]3[S:13][CH:14]=[CH:15][CH:16]=3)=[N:11][C:7]=2[C:6]([C:17]([OH:19])=O)=[CH:5][CH:4]=1.[NH2:20][CH:21]1[CH2:26][CH2:25][CH:24]([C:27]([OH:29])=[O:28])[CH2:23][CH2:22]1, predict the reaction product. The product is: [CH3:1][O:2][C:3]1[C:8]2[NH:9][C:10]([C:12]3[S:13][CH:14]=[CH:15][CH:16]=3)=[N:11][C:7]=2[C:6]([C:17]([NH:20][CH:21]2[CH2:26][CH2:25][CH:24]([C:27]([OH:29])=[O:28])[CH2:23][CH2:22]2)=[O:19])=[CH:5][CH:4]=1. (2) Given the reactants [CH2:1]([C:3]1[CH:10]=[CH:9][C:6]([CH2:7][Cl:8])=[CH:5][CH:4]=1)[CH3:2].[C:11]1([P:17]([C:24]2[CH:29]=[CH:28][CH:27]=[CH:26][CH:25]=2)[C:18]2[CH:23]=[CH:22][CH:21]=[CH:20][CH:19]=2)[CH:16]=[CH:15][CH:14]=[CH:13][CH:12]=1, predict the reaction product. The product is: [Cl-:8].[CH2:1]([C:3]1[CH:10]=[CH:9][C:6]([CH2:7][P+:17]([C:18]2[CH:19]=[CH:20][CH:21]=[CH:22][CH:23]=2)([C:24]2[CH:29]=[CH:28][CH:27]=[CH:26][CH:25]=2)[C:11]2[CH:12]=[CH:13][CH:14]=[CH:15][CH:16]=2)=[CH:5][CH:4]=1)[CH3:2]. (3) Given the reactants F[C:2]1[CH:3]=[C:4]([CH:7]=[C:8]([N:10]2[CH2:15][CH2:14][N:13]3[N:16]=[C:17]([C:19]4[CH:24]=[CH:23][CH:22]=[CH:21][N:20]=4)[N:18]=[C:12]3[CH2:11]2)[CH:9]=1)C#N.BrC1C=CC=C([Cl:32])C=1, predict the reaction product. The product is: [Cl:32][C:2]1[CH:9]=[C:8]([N:10]2[CH2:15][CH2:14][N:13]3[N:16]=[C:17]([C:19]4[CH:24]=[CH:23][CH:22]=[CH:21][N:20]=4)[N:18]=[C:12]3[CH2:11]2)[CH:7]=[CH:4][CH:3]=1. (4) Given the reactants [Br:1][C:2]1[CH:3]=[C:4]2[C:8](=[CH:9][CH:10]=1)[NH:7][N:6]=[C:5]2[CH3:11].[H-].[Na+].[CH3:14][Si:15]([CH3:22])([CH3:21])[CH2:16][CH2:17]OCCl.[C:23](OCC)(=[O:25])C, predict the reaction product. The product is: [Br:1][C:2]1[CH:3]=[C:4]2[C:8](=[CH:9][CH:10]=1)[N:7]([CH2:23][O:25][CH:16]([Si:15]([CH3:14])([CH3:21])[CH3:22])[CH3:17])[N:6]=[C:5]2[CH3:11]. (5) Given the reactants [OH:1][C:2]1[CH:9]=[CH:8][C:5]([C:6]#[N:7])=[CH:4][CH:3]=1.C(=O)([O-])[O-].[K+].[K+].C(#N)C.Br[CH2:20][CH2:21][CH2:22][OH:23], predict the reaction product. The product is: [OH:23][CH2:22][CH2:21][CH2:20][O:1][C:2]1[CH:9]=[CH:8][C:5]([C:6]#[N:7])=[CH:4][CH:3]=1. (6) Given the reactants [H-].[Na+].[Cl:3][C:4]1[CH:9]=[C:8]([F:10])[C:7]([N:11]2[C:16](=[O:17])[CH:15]=[C:14]([C:18]([F:21])([F:20])[F:19])[N:13]([CH3:22])[C:12]2=[O:23])=[CH:6][C:5]=1[OH:24].[I-].[Na+].Cl[CH:28]([S:32][CH3:33])[C:29]([NH2:31])=[O:30], predict the reaction product. The product is: [Cl:3][C:4]1[CH:9]=[C:8]([F:10])[C:7]([N:11]2[C:16](=[O:17])[CH:15]=[C:14]([C:18]([F:20])([F:21])[F:19])[N:13]([CH3:22])[C:12]2=[O:23])=[CH:6][C:5]=1[O:24][CH:28]([S:32][CH3:33])[C:29]([NH2:31])=[O:30]. (7) The product is: [O:1]=[C:2]1[NH:11][C:10]2[N:9]=[C:8]([CH2:12][N:13]([CH:21]3[CH2:26][CH2:25][NH:24][CH2:23][CH2:22]3)[C:14](=[O:20])[O:15][C:16]([CH3:19])([CH3:18])[CH3:17])[CH:7]=[CH:6][C:5]=2[CH2:4][CH2:3]1. Given the reactants [O:1]=[C:2]1[NH:11][C:10]2[N:9]=[C:8]([CH2:12][N:13]([CH:21]3[CH2:26][CH2:25][N:24](C(=O)C(F)(F)F)[CH2:23][CH2:22]3)[C:14](=[O:20])[O:15][C:16]([CH3:19])([CH3:18])[CH3:17])[CH:7]=[CH:6][C:5]=2[CH2:4][CH2:3]1.C(=O)([O-])[O-].[K+].[K+].O.C(=O)([O-])O.[Na+], predict the reaction product.